From a dataset of Full USPTO retrosynthesis dataset with 1.9M reactions from patents (1976-2016). Predict the reactants needed to synthesize the given product. Given the product [Cl:3][C:4]1[C:9]2[CH:10]=[C:11]([C:13]([O:15][CH3:16])=[O:14])[N:12]([CH2:18][C:19]3[C:24]([CH3:25])=[CH:23][C:22]([CH3:26])=[CH:21][C:20]=3[CH3:27])[C:8]=2[CH:7]=[CH:6][N:5]=1, predict the reactants needed to synthesize it. The reactants are: [H-].[Na+].[Cl:3][C:4]1[C:9]2[CH:10]=[C:11]([C:13]([O:15][CH3:16])=[O:14])[NH:12][C:8]=2[CH:7]=[CH:6][N:5]=1.Cl[CH2:18][C:19]1[C:24]([CH3:25])=[CH:23][C:22]([CH3:26])=[CH:21][C:20]=1[CH3:27].